Dataset: Reaction yield outcomes from USPTO patents with 853,638 reactions. Task: Predict the reaction yield, written as a fraction of the theoretical maximum amount of product (1.0 means a 100% yield; for example, 0.34 means a 34% yield). The reactants are [C:1]([N:8]1[CH2:12][CH2:11][C@H:10]([N:13]([CH:21]2[CH2:26][CH2:25][C:24]([CH3:28])([CH3:27])[CH2:23][CH2:22]2)[C:14](=[O:20])[C:15]([CH3:19])([CH3:18])[CH2:16][OH:17])[CH2:9]1)([O:3][C:4]([CH3:7])([CH3:6])[CH3:5])=[O:2].[CH3:29][S:30](Cl)(=[O:32])=[O:31]. The catalyst is C(Cl)Cl. The product is [C:1]([N:8]1[CH2:12][CH2:11][C@H:10]([N:13]([CH:21]2[CH2:26][CH2:25][C:24]([CH3:28])([CH3:27])[CH2:23][CH2:22]2)[C:14](=[O:20])[C:15]([CH3:19])([CH3:18])[CH2:16][O:17][S:30]([CH3:29])(=[O:32])=[O:31])[CH2:9]1)([O:3][C:4]([CH3:5])([CH3:6])[CH3:7])=[O:2]. The yield is 0.750.